This data is from Forward reaction prediction with 1.9M reactions from USPTO patents (1976-2016). The task is: Predict the product of the given reaction. Given the reactants [C:1]([CH:3]1[CH2:6][N:5]([C:7](=[O:40])[C@H:8]([NH:10][C:11]([C:13]2[C:21]3[C:16](=[N:17][CH:18]=[C:19]([C:22]4[C:30]5[C:25](=[CH:26][C:27]([Cl:31])=[CH:28][CH:29]=5)[NH:24][N:23]=4)[N:20]=3)[N:15]([CH2:32][O:33][CH2:34][CH2:35][Si:36]([CH3:39])([CH3:38])[CH3:37])[CH:14]=2)=[O:12])[CH3:9])[CH2:4]1)#[N:2].[H-].[Na+].[CH2:43](Br)[CH:44]=[CH2:45], predict the reaction product. The product is: [C:1]([CH:3]1[CH2:6][N:5]([C:7](=[O:40])[C@H:8]([NH:10][C:11]([C:13]2[C:21]3[C:16](=[N:17][CH:18]=[C:19]([C:22]4[C:30]5[C:25](=[CH:26][C:27]([Cl:31])=[CH:28][CH:29]=5)[N:24]([CH2:45][CH:44]=[CH2:43])[N:23]=4)[N:20]=3)[N:15]([CH2:32][O:33][CH2:34][CH2:35][Si:36]([CH3:39])([CH3:38])[CH3:37])[CH:14]=2)=[O:12])[CH3:9])[CH2:4]1)#[N:2].